This data is from Catalyst prediction with 721,799 reactions and 888 catalyst types from USPTO. The task is: Predict which catalyst facilitates the given reaction. (1) Reactant: Cl.[NH2:2][C:3]1[CH:4]=[CH:5][C:6]([F:28])=[C:7]([N:9]2[C:14]([CH3:15])=[CH:13][C:12]([O:16][CH2:17][C:18]3[CH:23]=[CH:22][C:21]([F:24])=[CH:20][C:19]=3[F:25])=[C:11]([Br:26])[C:10]2=[O:27])[CH:8]=1.C(N(CC)CC)C.[C:36]([O:39][CH2:40][C:41](Cl)=[O:42])(=[O:38])[CH3:37].[Cl-].[NH4+]. Product: [C:36]([O:39][CH2:40][C:41]([NH:2][C:3]1[CH:4]=[CH:5][C:6]([F:28])=[C:7]([N:9]2[C:14]([CH3:15])=[CH:13][C:12]([O:16][CH2:17][C:18]3[CH:23]=[CH:22][C:21]([F:24])=[CH:20][C:19]=3[F:25])=[C:11]([Br:26])[C:10]2=[O:27])[CH:8]=1)=[O:42])(=[O:38])[CH3:37]. The catalyst class is: 7. (2) Reactant: CON(C)[C:4](=[O:19])[C:5]1[CH:10]=[C:9]([C:11]#[C:12][C:13]2[CH:18]=[CH:17][CH:16]=[CH:15][CH:14]=2)[CH:8]=[N:7][CH:6]=1.[H-].C([Al+]CC(C)C)C(C)C.CO.[C@H](O)(C([O-])=O)[C@@H](O)C([O-])=O.[Na+].[K+]. Product: [C:13]1([C:12]#[C:11][C:9]2[CH:10]=[C:5]([CH:4]=[O:19])[CH:6]=[N:7][CH:8]=2)[CH:18]=[CH:17][CH:16]=[CH:15][CH:14]=1. The catalyst class is: 11. (3) Reactant: Cl[C:2]1[CH:3]=[CH:4][C:5]([N+:14]([O-:16])=[O:15])=[C:6]([N:8]2[CH2:13][CH2:12][CH2:11][CH2:10][CH2:9]2)[CH:7]=1.[CH3:17][CH2:18][O-:19].[Na+].CCO. Product: [CH2:18]([O:19][C:2]1[CH:3]=[CH:4][C:5]([N+:14]([O-:16])=[O:15])=[C:6]([N:8]2[CH2:13][CH2:12][CH2:11][CH2:10][CH2:9]2)[CH:7]=1)[CH3:17]. The catalyst class is: 31. (4) Reactant: [H-].[H-].[H-].[H-].[Li+].[Al+3].[C:7]([O:11][C:12]([N:14]1[CH2:19][CH2:18][CH:17]([CH:20]([CH3:27])[CH2:21][C:22](OCC)=[O:23])[CH2:16][CH2:15]1)=[O:13])([CH3:10])([CH3:9])[CH3:8]. Product: [C:7]([O:11][C:12]([N:14]1[CH2:19][CH2:18][CH:17]([CH:20]([CH3:27])[CH2:21][CH2:22][OH:23])[CH2:16][CH2:15]1)=[O:13])([CH3:10])([CH3:9])[CH3:8]. The catalyst class is: 1. (5) Reactant: [C:1]([O:5][C:6]([NH:8][C@H:9]1[CH2:14][CH2:13][CH2:12][CH2:11][C@H:10]1[NH:15][C:16]1[N:21]=[C:20](Cl)[C:19]2[C:23](=[O:33])[N:24]([C:26]([O:28][C:29]([CH3:32])([CH3:31])[CH3:30])=[O:27])[CH2:25][C:18]=2[C:17]=1[F:34])=[O:7])([CH3:4])([CH3:3])[CH3:2].CC1(C)C(C)(C)OB([C:43]#[C:44][C:45]2[CH:50]=[CH:49][CH:48]=[CH:47][CH:46]=2)O1.C(=O)([O-])[O-].[Na+].[Na+]. Product: [C:1]([O:5][C:6]([NH:8][C@H:9]1[CH2:14][CH2:13][CH2:12][CH2:11][C@H:10]1[NH:15][C:16]1[N:21]=[C:20]([C:43]#[C:44][C:45]2[CH:50]=[CH:49][CH:48]=[CH:47][CH:46]=2)[C:19]2[C:23](=[O:33])[N:24]([C:26]([O:28][C:29]([CH3:32])([CH3:31])[CH3:30])=[O:27])[CH2:25][C:18]=2[C:17]=1[F:34])=[O:7])([CH3:4])([CH3:3])[CH3:2]. The catalyst class is: 551. (6) Reactant: [CH3:1][O:2][C:3]1[CH:12]=[C:11]2[C:6]([CH:7]=[CH:8][C:9](=[O:16])[N:10]2[CH2:13][CH:14]=O)=[CH:5][CH:4]=1.Cl.[O:18]1[C:23]2[CH:24]=[CH:25][C:26]([CH2:28][NH:29][CH:30]3[CH2:35][CH2:34][NH:33][CH2:32][CH:31]3[C:36]([O:38][CH3:39])=[O:37])=[CH:27][C:22]=2[O:21][CH2:20][CH2:19]1.Cl. Product: [O:18]1[C:23]2[CH:24]=[CH:25][C:26]([CH2:28][NH:29][CH:30]3[CH2:35][CH2:34][N:33]([CH2:14][CH2:13][N:10]4[C:11]5[C:6](=[CH:5][CH:4]=[C:3]([O:2][CH3:1])[CH:12]=5)[CH:7]=[CH:8][C:9]4=[O:16])[CH2:32][CH:31]3[C:36]([O:38][CH3:39])=[O:37])=[CH:27][C:22]=2[O:21][CH2:20][CH2:19]1. The catalyst class is: 12.